Dataset: Full USPTO retrosynthesis dataset with 1.9M reactions from patents (1976-2016). Task: Predict the reactants needed to synthesize the given product. (1) Given the product [CH2:24]([O:26][C:27](=[O:36])[C:28]1[CH:33]=[CH:32][C:31]([CH2:34][O:23][C:4]2[CH:5]=[CH:6][C:7]([CH:8]([CH3:22])[C:9]([C:15]3[CH:20]=[CH:19][N:18]=[C:17]([Cl:21])[CH:16]=3)([OH:14])[C:10]([F:13])([F:12])[F:11])=[C:2]([Cl:1])[CH:3]=2)=[CH:30][CH:29]=1)[CH3:25], predict the reactants needed to synthesize it. The reactants are: [Cl:1][C:2]1[CH:3]=[C:4]([OH:23])[CH:5]=[CH:6][C:7]=1[CH:8]([CH3:22])[C:9]([C:15]1[CH:20]=[CH:19][N:18]=[C:17]([Cl:21])[CH:16]=1)([OH:14])[C:10]([F:13])([F:12])[F:11].[CH2:24]([O:26][C:27](=[O:36])[C:28]1[CH:33]=[CH:32][C:31]([CH2:34]Br)=[CH:30][CH:29]=1)[CH3:25].C(=O)([O-])[O-].[K+].[K+]. (2) Given the product [Cl:1][C:2]1[CH:3]=[CH:4][C:5]([CH3:44])=[C:6]([C@@H:8]([C@@H:17]2[CH2:22][CH2:21][CH2:20][N:19]([C:23](=[O:43])[NH:24][CH2:25][C@@H:26]([NH:34][CH3:35])[CH2:27][C@H:28]3[CH2:33][CH2:32][CH2:31][O:30][CH2:29]3)[CH2:18]2)[O:9][CH2:10][CH2:11][NH:12][C:13](=[O:16])[O:14][CH3:15])[CH:7]=1, predict the reactants needed to synthesize it. The reactants are: [Cl:1][C:2]1[CH:3]=[CH:4][C:5]([CH3:44])=[C:6]([C@@H:8]([C@@H:17]2[CH2:22][CH2:21][CH2:20][N:19]([C:23](=[O:43])[NH:24][CH2:25][C@@H:26]([N:34](C(OC(C)(C)C)=O)[CH3:35])[CH2:27][C@H:28]3[CH2:33][CH2:32][CH2:31][O:30][CH2:29]3)[CH2:18]2)[O:9][CH2:10][CH2:11][NH:12][C:13](=[O:16])[O:14][CH3:15])[CH:7]=1.C(O)(C(F)(F)F)=O.C(Cl)Cl. (3) Given the product [CH3:1][N:2]([CH3:19])[CH:3]1[CH2:8][CH2:7][C:6]([C:9]2[C:17]3[C:12](=[CH:13][CH:14]=[C:15]([NH:18][C:26]([C:22]4[S:21][CH:25]=[CH:24][CH:23]=4)=[NH:27])[CH:16]=3)[NH:11][CH:10]=2)=[CH:5][CH2:4]1, predict the reactants needed to synthesize it. The reactants are: [CH3:1][N:2]([CH3:19])[CH:3]1[CH2:8][CH2:7][C:6]([C:9]2[C:17]3[C:12](=[CH:13][CH:14]=[C:15]([NH2:18])[CH:16]=3)[NH:11][CH:10]=2)=[CH:5][CH2:4]1.I.[S:21]1[CH:25]=[CH:24][CH:23]=[C:22]1[C:26](SC)=[NH:27]. (4) Given the product [O:3]1[C:7]2[CH:8]=[CH:9][CH:10]=[C:11]([CH:12]3[CH2:17][CH2:16][N:15]([CH2:18][CH2:19][C@H:20]4[CH2:21][CH2:22][C@H:23]([NH:26][C:30](=[O:31])[CH2:29][C:28]([CH3:34])([CH3:33])[CH3:27])[CH2:24][CH2:25]4)[CH2:14][CH2:13]3)[C:6]=2[CH2:5][CH2:4]1, predict the reactants needed to synthesize it. The reactants are: Cl.Cl.[O:3]1[C:7]2[CH:8]=[CH:9][CH:10]=[C:11]([CH:12]3[CH2:17][CH2:16][N:15]([CH2:18][CH2:19][C@H:20]4[CH2:25][CH2:24][C@H:23]([NH2:26])[CH2:22][CH2:21]4)[CH2:14][CH2:13]3)[C:6]=2[CH2:5][CH2:4]1.[CH3:27][C:28]([CH3:34])([CH3:33])[CH2:29][C:30](O)=[O:31]. (5) Given the product [OH:2][C:3]1[CH:4]=[C:5]([C:9]2[C:10]([C:31]3[CH:36]=[CH:35][N:34]=[CH:33][CH:32]=3)=[N:11][N:12]3[C:17]([CH:18]4[CH2:24][CH:23]5[N:25]([C:26]([O:28][CH2:29][CH3:30])=[O:27])[CH:20]([CH2:21][CH2:22]5)[CH2:19]4)=[CH:16][CH:15]=[N:14][C:13]=23)[CH:6]=[CH:7][CH:8]=1, predict the reactants needed to synthesize it. The reactants are: C[O:2][C:3]1[CH:4]=[C:5]([C:9]2[C:10]([C:31]3[CH:36]=[CH:35][N:34]=[CH:33][CH:32]=3)=[N:11][N:12]3[C:17]([CH:18]4[CH2:24][CH:23]5[N:25]([C:26]([O:28][CH2:29][CH3:30])=[O:27])[CH:20]([CH2:21][CH2:22]5)[CH2:19]4)=[CH:16][CH:15]=[N:14][C:13]=23)[CH:6]=[CH:7][CH:8]=1.B(Br)(Br)Br. (6) Given the product [O:3]=[C:4]([CH3:17])[CH2:5][CH2:6][CH2:7][CH2:8][C:9]1[O:10][CH:11]=[C:12]([C:14]([N:18]=[N+:19]=[N-:20])=[O:15])[N:13]=1, predict the reactants needed to synthesize it. The reactants are: N#N.[O:3]=[C:4]([CH3:17])[CH2:5][CH2:6][CH2:7][CH2:8][C:9]1[O:10][CH:11]=[C:12]([C:14](Cl)=[O:15])[N:13]=1.[N-:18]=[N+:19]=[N-:20].[Na+]. (7) Given the product [C:46](=[O:47])([O:45][C:41]([CH3:42])([CH3:43])[CH3:44])[O:76][C:72]([CH3:75])([CH3:74])[CH3:73].[C:72]([O:76][C:77]([N:79]1[CH2:84][CH2:83][CH:82]([C:85]([N:27]2[C:17]3[N:18]=[C:19]([N:21]4[CH2:26][CH2:25][O:24][CH2:23][CH2:22]4)[N:20]=[C:15]([C:12]4[CH:11]=[N:10][C:9]([N:8]([CH2:7][C:6]5[CH:5]=[CH:4][C:3]([O:2][CH3:1])=[CH:40][CH:39]=5)[CH2:30][C:31]5[CH:32]=[CH:33][C:34]([O:37][CH3:38])=[CH:35][CH:36]=5)=[N:14][CH:13]=4)[C:16]=3[CH2:29][CH2:28]2)=[O:86])[CH2:81][CH2:80]1)=[O:78])([CH3:75])([CH3:74])[CH3:73], predict the reactants needed to synthesize it. The reactants are: [CH3:1][O:2][C:3]1[CH:40]=[CH:39][C:6]([CH2:7][N:8]([CH2:30][C:31]2[CH:36]=[CH:35][C:34]([O:37][CH3:38])=[CH:33][CH:32]=2)[C:9]2[N:14]=[CH:13][C:12]([C:15]3[C:16]4[CH2:29][CH2:28][NH:27][C:17]=4[N:18]=[C:19]([N:21]4[CH2:26][CH2:25][O:24][CH2:23][CH2:22]4)[N:20]=3)=[CH:11][N:10]=2)=[CH:5][CH:4]=1.[C:41]([O:45][C:46](N1CCC(C(=O)NC2C=CC(Br)=CC=2)CC1)=[O:47])([CH3:44])([CH3:43])[CH3:42].BrC1C=CC(N)=CC=1.[C:72]([O:76][C:77]([N:79]1[CH2:84][CH2:83][CH:82]([C:85](O)=[O:86])[CH2:81][CH2:80]1)=[O:78])([CH3:75])([CH3:74])[CH3:73]. (8) Given the product [Cl:15][C:16]1[N:21]=[CH:20][C:19]([C:2]2[CH:11]=[N:10][CH:9]=[C:8]3[C:3]=2[CH:4]=[C:5]([C:12]([NH2:14])=[O:13])[CH:6]=[N:7]3)=[CH:18][CH:17]=1, predict the reactants needed to synthesize it. The reactants are: Br[C:2]1[CH:11]=[N:10][CH:9]=[C:8]2[C:3]=1[CH:4]=[C:5]([C:12]([NH2:14])=[O:13])[CH:6]=[N:7]2.[Cl:15][C:16]1[N:21]=[CH:20][C:19](B(O)O)=[CH:18][CH:17]=1.C(=O)([O-])[O-].[Cs+].[Cs+]. (9) Given the product [CH2:1]([N:8]1[CH:12]=[C:11]([C:13]2[NH:34][C:16]3=[N:17][CH:18]=[C:19]([CH:21]4[CH2:26][CH2:25][NH:24][CH2:23][CH2:22]4)[CH:20]=[C:15]3[N:14]=2)[CH:10]=[N:9]1)[C:2]1[CH:3]=[CH:4][CH:5]=[CH:6][CH:7]=1, predict the reactants needed to synthesize it. The reactants are: [CH2:1]([N:8]1[CH:12]=[C:11]([C:13]2[NH:34][C:16]3=[N:17][CH:18]=[C:19]([CH:21]4[CH2:26][CH2:25][N:24](C(OC(C)(C)C)=O)[CH2:23][CH2:22]4)[CH:20]=[C:15]3[N:14]=2)[CH:10]=[N:9]1)[C:2]1[CH:7]=[CH:6][CH:5]=[CH:4][CH:3]=1.C(O)(C(F)(F)F)=O. (10) Given the product [C:20]([C:19]1[C:18]([I:23])=[N:17][N:11]2[CH2:12][CH:13]([CH:14]3[CH2:15][CH2:16]3)[N:8]([C:6]([O:5][C:1]([CH3:3])([CH3:4])[CH3:2])=[O:7])[CH2:9][C:10]=12)(=[O:22])[NH2:27], predict the reactants needed to synthesize it. The reactants are: [C:1]([O:5][C:6]([N:8]1[CH:13]([CH:14]2[CH2:16][CH2:15]2)[CH2:12][N:11]2[N:17]=[C:18]([I:23])[C:19]([C:20]([OH:22])=O)=[C:10]2[CH2:9]1)=[O:7])([CH3:4])([CH3:3])[CH3:2].[NH4+].[Cl-].C[N:27](C(ON1N=NC2C=CC=NC1=2)=[N+](C)C)C.F[P-](F)(F)(F)(F)F.CCN(C(C)C)C(C)C.